From a dataset of NCI-60 drug combinations with 297,098 pairs across 59 cell lines. Regression. Given two drug SMILES strings and cell line genomic features, predict the synergy score measuring deviation from expected non-interaction effect. (1) Drug 2: CS(=O)(=O)CCNCC1=CC=C(O1)C2=CC3=C(C=C2)N=CN=C3NC4=CC(=C(C=C4)OCC5=CC(=CC=C5)F)Cl. Cell line: UO-31. Drug 1: C1=NC2=C(N1)C(=S)N=C(N2)N. Synergy scores: CSS=33.7, Synergy_ZIP=-0.728, Synergy_Bliss=-0.237, Synergy_Loewe=-1.11, Synergy_HSA=2.24. (2) Drug 1: C1CC(=O)NC(=O)C1N2CC3=C(C2=O)C=CC=C3N. Drug 2: CC1=C(C(=CC=C1)Cl)NC(=O)C2=CN=C(S2)NC3=CC(=NC(=N3)C)N4CCN(CC4)CCO. Cell line: SNB-75. Synergy scores: CSS=15.3, Synergy_ZIP=-3.08, Synergy_Bliss=2.65, Synergy_Loewe=-18.8, Synergy_HSA=4.77.